Dataset: Full USPTO retrosynthesis dataset with 1.9M reactions from patents (1976-2016). Task: Predict the reactants needed to synthesize the given product. (1) Given the product [NH2:9][C:8]1[C:7]2[C:2](=[N:3][CH:4]=[CH:5][CH:6]=2)[S:10][C:11]=1[C:12]([O:14][CH2:15][CH3:16])=[O:13], predict the reactants needed to synthesize it. The reactants are: Cl[C:2]1[C:7]([C:8]#[N:9])=[CH:6][CH:5]=[CH:4][N:3]=1.[SH:10][CH2:11][C:12]([O:14][CH2:15][CH3:16])=[O:13].C(=O)([O-])[O-].[Na+].[Na+].CCO. (2) The reactants are: [C:1]([O:5][C:6]([C:8]1[C:9]([C:14]2[CH:19]=[CH:18][C:17]([Cl:20])=[CH:16][CH:15]=2)=[N:10][S:11][C:12]=1Br)=[O:7])([CH3:4])([CH3:3])[CH3:2].O.C([O-])([O-])=O.[Na+].[Na+]. Given the product [C:1]([O:5][C:6]([C:8]1[C:9]([C:14]2[CH:19]=[CH:18][C:17]([Cl:20])=[CH:16][CH:15]=2)=[N:10][S:11][C:12]=1[C:14]1[CH:19]=[CH:18][CH:17]=[CH:16][CH:15]=1)=[O:7])([CH3:4])([CH3:3])[CH3:2], predict the reactants needed to synthesize it. (3) Given the product [Cl:27][C:15]1[C:16]2[C:11](=[CH:10][C:9]([C:3]3[CH:4]=[CH:5][C:6]([OH:8])=[CH:7][C:2]=3[F:1])=[CH:18][CH:17]=2)[CH:12]=[CH:13][C:14]=1[OH:19], predict the reactants needed to synthesize it. The reactants are: [F:1][C:2]1[CH:7]=[C:6]([OH:8])[CH:5]=[CH:4][C:3]=1[C:9]1[CH:10]=[C:11]2[C:16](=[CH:17][CH:18]=1)[CH:15]=[C:14]([OH:19])[CH:13]=[CH:12]2.C1C(=O)N([Cl:27])C(=O)C1.